This data is from Full USPTO retrosynthesis dataset with 1.9M reactions from patents (1976-2016). The task is: Predict the reactants needed to synthesize the given product. (1) Given the product [CH2:19]([O:1][C:2]1[C:3]([C:16](=[O:18])[CH3:17])=[CH:4][C:5]2[C:6]([CH3:15])([CH3:14])[CH2:7][CH2:8][C:9]([CH3:12])([CH3:13])[C:10]=2[CH:11]=1)[C:20]1[CH:25]=[CH:24][CH:23]=[CH:22][CH:21]=1, predict the reactants needed to synthesize it. The reactants are: [OH:1][C:2]1[C:3]([C:16](=[O:18])[CH3:17])=[CH:4][C:5]2[C:6]([CH3:15])([CH3:14])[CH2:7][CH2:8][C:9]([CH3:13])([CH3:12])[C:10]=2[CH:11]=1.[CH2:19](Br)[C:20]1[CH:25]=[CH:24][CH:23]=[CH:22][CH:21]=1. (2) Given the product [F:1][C:2]1[CH:3]=[C:4]([CH:8]=[CH:9][N:10]=1)[C:5]([O:7][CH2:11][CH3:12])=[O:6], predict the reactants needed to synthesize it. The reactants are: [F:1][C:2]1[CH:3]=[C:4]([CH:8]=[CH:9][N:10]=1)[C:5]([OH:7])=[O:6].[CH2:11](N(CC)CC)[CH3:12].ClC(OCC)=O. (3) Given the product [CH2:27]([N:17]1[C:18](=[O:26])[C:19]([CH3:24])([CH3:25])[C:20](=[O:23])[N:21]([CH3:22])[C:15]2[CH:14]=[C:13]([O:12][CH2:11][CH2:10][CH2:9][NH:8][S:40]([C:35]3[CH:36]=[CH:37][CH:38]=[CH:39][C:34]=3[N+:31]([O-:33])=[O:32])(=[O:41])=[O:42])[CH:30]=[CH:29][C:16]1=2)[CH3:28], predict the reactants needed to synthesize it. The reactants are: C(N(CC)CC)C.[NH2:8][CH2:9][CH2:10][CH2:11][O:12][C:13]1[CH:30]=[CH:29][C:16]2[N:17]([CH2:27][CH3:28])[C:18](=[O:26])[C:19]([CH3:25])([CH3:24])[C:20](=[O:23])[N:21]([CH3:22])[C:15]=2[CH:14]=1.[N+:31]([C:34]1[CH:39]=[CH:38][CH:37]=[CH:36][C:35]=1[S:40](Cl)(=[O:42])=[O:41])([O-:33])=[O:32]. (4) Given the product [C:33]([O:36][C@H:37]1[C@@H:42]([O:43][C:44](=[O:46])[CH3:45])[C@H:41]([O:47][C:48](=[O:50])[CH3:49])[C@@H:40]([CH2:51][O:52][C:53](=[O:55])[CH3:54])[O:39][C@@H:38]1[O:56][C@H:57]1[C@H:62]([O:63][C:64](=[O:66])[CH3:65])[C@@H:61]([CH2:67][O:68][C:69](=[O:71])[CH3:70])[O:60][C@H:59]([O:72][C@H:73]2[C@@H:85]([O:86][C:87](=[O:89])[CH3:88])[C@H:84]([O:90][C:91](=[O:93])[CH3:92])[C@@H:83]([CH2:94][O:95][C:96](=[O:98])[CH3:97])[O:82][C@@H:74]2[O:75][CH2:76][CH2:77][CH2:78][N:79]2[CH:3]=[C:2]([CH2:1][O:4][C@H:5]3[CH2:30][CH2:29][C@@:28]4([CH3:31])[CH:7]([CH2:8][CH2:9][C@@H:10]5[C@@H:27]4[CH2:26][CH2:25][C@@:24]4([CH3:32])[C@H:11]5[CH2:12][CH2:13][C@@H:14]4[C@H:15]([CH3:23])[CH2:16][CH2:17][CH2:18][CH:19]([CH3:20])[CH3:22])[CH2:6]3)[N:81]=[N:80]2)[C@H:58]1[O:99][C:100](=[O:102])[CH3:101])(=[O:35])[CH3:34], predict the reactants needed to synthesize it. The reactants are: [CH2:1]([O:4][C@H:5]1[CH2:30][CH2:29][C@@:28]2([CH3:31])[CH:7]([CH2:8][CH2:9][C@@H:10]3[C@@H:27]2[CH2:26][CH2:25][C@@:24]2([CH3:32])[C@H:11]3[CH2:12][CH2:13][C@@H:14]2[C@H:15]([CH3:23])[CH2:16][CH2:17][CH2:18][CH:19]([CH3:22])[CH2:20]O)[CH2:6]1)[C:2]#[CH:3].[C:33]([O:36][C@H:37]1[C@@H:42]([O:43][C:44](=[O:46])[CH3:45])[C@H:41]([O:47][C:48](=[O:50])[CH3:49])[C@@H:40]([CH2:51][O:52][C:53](=[O:55])[CH3:54])[O:39][C@@H:38]1[O:56][C@H:57]1[C@H:62]([O:63][C:64](=[O:66])[CH3:65])[C@@H:61]([CH2:67][O:68][C:69](=[O:71])[CH3:70])[O:60][C@H:59]([O:72][C@H:73]2[C@@H:85]([O:86][C:87](=[O:89])[CH3:88])[C@H:84]([O:90][C:91](=[O:93])[CH3:92])[C@@H:83]([CH2:94][O:95][C:96](=[O:98])[CH3:97])[O:82][C@@H:74]2[O:75][CH2:76][CH2:77][CH2:78][N:79]=[N+:80]=[N-:81])[C@H:58]1[O:99][C:100](=[O:102])[CH3:101])(=[O:35])[CH3:34].O=C1O[C@H]([C@H](CO)O)C([O-])=C1O.[Na+].[N-]=[N+]=[N-]. (5) Given the product [N+:14]([C:17]1[CH:18]=[CH:19][C:20]([C:21]([N:1]2[CH2:6][CH2:5][S:4][CH2:3][CH2:2]2)=[O:22])=[CH:24][CH:25]=1)([O-:16])=[O:15], predict the reactants needed to synthesize it. The reactants are: [NH:1]1[CH2:6][CH2:5][S:4][CH2:3][CH2:2]1.CCN(CC)CC.[N+:14]([C:17]1[CH:25]=[CH:24][C:20]([C:21](Cl)=[O:22])=[CH:19][CH:18]=1)([O-:16])=[O:15].